This data is from Full USPTO retrosynthesis dataset with 1.9M reactions from patents (1976-2016). The task is: Predict the reactants needed to synthesize the given product. (1) Given the product [C:1]([CH:6]1[CH:10]2[O:11][C:12](=[O:22])[CH:13]3[CH:14]([C:15]([OH:17])=[O:16])[CH:7]1[CH2:8][CH:9]23)(=[O:5])[C:2]([CH3:4])=[CH2:3], predict the reactants needed to synthesize it. The reactants are: [C:1]([CH:6]1[CH:10]2[O:11][C:12](=[O:22])[CH:13]3[CH:14]([C:15]([O:17]C(C)(C)C)=[O:16])[CH:7]1[CH2:8][CH:9]23)(=[O:5])[C:2]([CH3:4])=[CH2:3].C1(C)C=CC=CC=1.C(OC(C)(C)C)=O. (2) Given the product [Cl:9][C:10]1[CH:11]=[C:12]([OH:30])[CH:13]=[C:14]([NH:16][C:17]2[C:18]3[C:25]4[CH2:26][CH2:27][N:28]([C:5](=[O:7])/[CH:4]=[CH:3]/[CH2:2][N:35]([CH2:34][CH2:33][O:32][CH3:31])[CH3:36])[CH2:29][C:24]=4[S:23][C:19]=3[N:20]=[CH:21][N:22]=2)[CH:15]=1, predict the reactants needed to synthesize it. The reactants are: Br[CH2:2]/[CH:3]=[CH:4]/[C:5]([OH:7])=O.Cl.[Cl:9][C:10]1[CH:11]=[C:12]([OH:30])[CH:13]=[C:14]([NH:16][C:17]2[C:18]3[C:25]4[CH2:26][CH2:27][NH:28][CH2:29][C:24]=4[S:23][C:19]=3[N:20]=[CH:21][N:22]=2)[CH:15]=1.[CH3:31][O:32][CH2:33][CH2:34][NH:35][CH3:36]. (3) Given the product [Si:1]([O:8][CH2:9][C:10]1[C:15]([C:16]2[CH:21]=[CH:20][N:19]=[C:18]3[NH:22][C:49]([C:48]4[CH:51]=[CH:52][C:45]([C:43]([N:37]5[CH2:42][CH2:41][O:40][CH2:39][CH2:38]5)=[O:44])=[CH:46][CH:47]=4)=[N:23][C:17]=23)=[CH:14][CH:13]=[CH:12][C:11]=1[N:24]1[CH:28]=[CH:27][N:26]([C:29]2[CH:30]=[CH:31][C:32]([CH3:35])=[CH:33][CH:34]=2)[C:25]1=[O:36])([C:4]([CH3:7])([CH3:6])[CH3:5])([CH3:2])[CH3:3], predict the reactants needed to synthesize it. The reactants are: [Si:1]([O:8][CH2:9][C:10]1[C:15]([C:16]2[CH:21]=[CH:20][N:19]=[C:18]([NH2:22])[C:17]=2[NH2:23])=[CH:14][CH:13]=[CH:12][C:11]=1[N:24]1[CH:28]=[CH:27][N:26]([C:29]2[CH:34]=[CH:33][C:32]([CH3:35])=[CH:31][CH:30]=2)[C:25]1=[O:36])([C:4]([CH3:7])([CH3:6])[CH3:5])([CH3:3])[CH3:2].[N:37]1([C:43]([C:45]2[CH:52]=[CH:51][C:48]([CH:49]=O)=[CH:47][CH:46]=2)=[O:44])[CH2:42][CH2:41][O:40][CH2:39][CH2:38]1. (4) Given the product [CH3:28][N:27]1[C:23]([C:2]2[CH:3]=[C:4]([C:7]([OH:9])=[O:8])[S:5][CH:6]=2)=[CH:24][CH:25]=[N:26]1, predict the reactants needed to synthesize it. The reactants are: Br[C:2]1[CH:3]=[C:4]([C:7]([OH:9])=[O:8])[S:5][CH:6]=1.C([O-])([O-])=O.[K+].[K+].CC1(C)COB([C:23]2[N:27]([CH3:28])[N:26]=[CH:25][CH:24]=2)OC1. (5) Given the product [Cl:1][C:2]1[N:7]=[CH:6][N+:5]([O-:20])=[C:4]2[CH2:8][CH2:9][C@@H:10]([CH3:11])[C:3]=12, predict the reactants needed to synthesize it. The reactants are: [Cl:1][C:2]1[C:3]2[C@H:10]([CH3:11])[CH2:9][CH2:8][C:4]=2[N:5]=[CH:6][N:7]=1.C1C=C(Cl)C=C(C(OO)=[O:20])C=1.[O-]S([O-])=O.[Na+].[Na+].C([O-])([O-])=O.[Na+].[Na+]. (6) Given the product [CH3:36][C:26]1[CH:31]=[CH:30][C:29]([S:32]([O:24][CH2:23][CH:21]2[O:22][C:18]([CH3:25])([CH3:17])[O:19][CH2:20]2)(=[O:34])=[O:33])=[CH:28][CH:27]=1, predict the reactants needed to synthesize it. The reactants are: CN(C1C=CC=CN=1)C.C(N(CC)CC)C.[CH3:17][C:18]1([CH3:25])[O:22][CH:21]([CH2:23][OH:24])[CH2:20][O:19]1.[C:26]1([CH3:36])[CH:31]=[CH:30][C:29]([S:32](Cl)(=[O:34])=[O:33])=[CH:28][CH:27]=1. (7) Given the product [F:18][C:12]1[CH:13]=[C:14]([F:17])[CH:15]=[CH:16][C:11]=1[C:10]1[N:6]([CH2:5][CH2:4][NH2:1])[N:7]=[CH:8][C:9]=1[C:19]1[CH:20]=[CH:21][C:22]2[N:23]([C:25]([CH:28]([CH3:30])[CH3:29])=[N:26][N:27]=2)[N:24]=1, predict the reactants needed to synthesize it. The reactants are: [N:1]([CH2:4][CH2:5][N:6]1[C:10]([C:11]2[CH:16]=[CH:15][C:14]([F:17])=[CH:13][C:12]=2[F:18])=[C:9]([C:19]2[CH:20]=[CH:21][C:22]3[N:23]([C:25]([CH:28]([CH3:30])[CH3:29])=[N:26][N:27]=3)[N:24]=2)[CH:8]=[N:7]1)=[N+]=[N-]. (8) Given the product [F:27][C:25]1[CH:26]=[C:21]([C:4](=[O:18])[C@@H:5]([NH:7][C:8](=[O:17])[O:9][CH2:10][C:11]2[CH:12]=[CH:13][CH:14]=[CH:15][CH:16]=2)[CH3:6])[CH:22]=[C:23]([C:28]([F:29])([F:30])[F:31])[CH:24]=1, predict the reactants needed to synthesize it. The reactants are: CON(C)[C:4](=[O:18])[C@@H:5]([NH:7][C:8](=[O:17])[O:9][CH2:10][C:11]1[CH:16]=[CH:15][CH:14]=[CH:13][CH:12]=1)[CH3:6].Br[C:21]1[CH:22]=[C:23]([C:28]([F:31])([F:30])[F:29])[CH:24]=[C:25]([F:27])[CH:26]=1.C([Mg]Cl)(C)C.